Dataset: Catalyst prediction with 721,799 reactions and 888 catalyst types from USPTO. Task: Predict which catalyst facilitates the given reaction. (1) Reactant: [F:1][CH:2]([F:28])[O:3][C:4]1[CH:9]=[CH:8][C:7]([N:10]2[C:14]3[CH:15]=[C:16]([C:19]4[O:20][C:21](S(C)(=O)=O)=[N:22][N:23]=4)[CH:17]=[CH:18][C:13]=3[N:12]=[CH:11]2)=[CH:6][CH:5]=1.[CH3:29][NH2:30].O1CCCC1. Product: [F:1][CH:2]([F:28])[O:3][C:4]1[CH:9]=[CH:8][C:7]([N:10]2[C:14]3[CH:15]=[C:16]([C:19]4[O:20][C:21]([NH:30][CH3:29])=[N:22][N:23]=4)[CH:17]=[CH:18][C:13]=3[N:12]=[CH:11]2)=[CH:6][CH:5]=1. The catalyst class is: 60. (2) Reactant: Br[C:2]1[CH:11]=[CH:10][CH:9]=[C:8]2[C:3]=1[CH:4]=[CH:5][C:6]([S:12]([N:15]([CH2:22][C:23]1[CH:28]=[CH:27][C:26]([O:29][CH3:30])=[CH:25][CH:24]=1)[C:16]1[CH:21]=[CH:20][N:19]=[CH:18][N:17]=1)(=[O:14])=[O:13])=[CH:7]2.[B:31]1([B:31]2[O:35][C:34]([CH3:37])([CH3:36])[C:33]([CH3:39])([CH3:38])[O:32]2)[O:35][C:34]([CH3:37])([CH3:36])[C:33]([CH3:39])([CH3:38])[O:32]1.CC([O-])=O.[K+].C(Cl)Cl. Product: [CH3:30][O:29][C:26]1[CH:27]=[CH:28][C:23]([CH2:22][N:15]([C:16]2[CH:21]=[CH:20][N:19]=[CH:18][N:17]=2)[S:12]([C:6]2[CH:5]=[CH:4][C:3]3[C:8](=[CH:9][CH:10]=[CH:11][C:2]=3[B:31]3[O:35][C:34]([CH3:37])([CH3:36])[C:33]([CH3:39])([CH3:38])[O:32]3)[CH:7]=2)(=[O:14])=[O:13])=[CH:24][CH:25]=1. The catalyst class is: 155. (3) Product: [Br:14][C:4]1[C:5]([C:8]2[CH:13]=[CH:12][CH:11]=[CH:10][CH:9]=2)=[N:6][NH:7][C:3]=1[CH2:1][CH3:2]. The catalyst class is: 2. Reactant: [CH2:1]([C:3]1[NH:7][N:6]=[C:5]([C:8]2[CH:13]=[CH:12][CH:11]=[CH:10][CH:9]=2)[CH:4]=1)[CH3:2].[Br:14]Br.